From a dataset of Forward reaction prediction with 1.9M reactions from USPTO patents (1976-2016). Predict the product of the given reaction. (1) The product is: [Cl:1][C:2]1[CH:7]=[CH:6][CH:5]=[CH:4][C:3]=1[C:8]([N:10]1[CH2:15][CH2:14][N:13]2[C:30]([C:26]3[O:25][CH:29]=[CH:28][CH:27]=3)=[N:17][N:16]=[C:12]2[CH2:11]1)=[O:9]. Given the reactants [Cl:1][C:2]1[CH:7]=[CH:6][CH:5]=[CH:4][C:3]=1[C:8]([N:10]1[CH2:15][CH2:14][NH:13][C:12](=[N:16][NH2:17])[CH2:11]1)=[O:9].C(N(CC)CC)C.[O:25]1[CH:29]=[CH:28][CH:27]=[C:26]1[C:30](Cl)=O, predict the reaction product. (2) Given the reactants [CH3:1][C:2]1[CH:8]=[CH:7][C:6]([CH3:9])=[CH:5][C:3]=1[NH2:4].[C:10]([O:13]C(=O)C)(=O)[CH3:11].[Br:17]Br.O, predict the reaction product. The product is: [Br:17][C:7]1[C:6]([CH3:9])=[CH:5][C:3]([NH:4][C:10](=[O:13])[CH3:11])=[C:2]([CH3:1])[CH:8]=1. (3) Given the reactants [CH3:1][O:2][C:3](=[O:25])[C:4]1[CH:9]=[C:8]([C:10]2[N:11]=[N:12][N:13]([CH2:15][Si](C)(C)C)[CH:14]=2)[C:7]([C:20]([F:23])([F:22])[F:21])=[CH:6][C:5]=1[NH2:24].CCCC[N+](CCCC)(CCCC)CCCC.[F-], predict the reaction product. The product is: [CH3:1][O:2][C:3](=[O:25])[C:4]1[CH:9]=[C:8]([C:10]2[N:11]=[N:12][N:13]([CH3:15])[CH:14]=2)[C:7]([C:20]([F:23])([F:21])[F:22])=[CH:6][C:5]=1[NH2:24].